Dataset: Forward reaction prediction with 1.9M reactions from USPTO patents (1976-2016). Task: Predict the product of the given reaction. (1) Given the reactants [NH2:1][C:2]1[C:6]([C:7]([C:9]2[S:10][CH:11]=[CH:12][CH:13]=2)=[O:8])=[CH:5][NH:4][N:3]=1.CN(C)[CH:16]=[CH:17][C:18]([C:20]1[CH:24]=[C:23]([N+:25]([O-:27])=[O:26])[S:22][CH:21]=1)=O, predict the reaction product. The product is: [N+:25]([C:23]1[S:22][CH:21]=[C:20]([C:18]2[N:3]3[N:4]=[CH:5][C:6]([C:7]([C:9]4[S:10][CH:11]=[CH:12][CH:13]=4)=[O:8])=[C:2]3[N:1]=[CH:16][CH:17]=2)[CH:24]=1)([O-:27])=[O:26]. (2) Given the reactants [C:1]([C:3]1[CH:4]=[CH:5][C:6]2[O:12][CH2:11][CH:10]([CH2:13][OH:14])[N:9]([C:15]([O:17][C:18]([CH3:21])([CH3:20])[CH3:19])=[O:16])[CH2:8][C:7]=2[CH:22]=1)#[N:2].Cl.[NH2:24][OH:25].C(=O)(O)[O-].[Na+], predict the reaction product. The product is: [OH:25][NH:24][C:1](=[NH:2])[C:3]1[CH:4]=[CH:5][C:6]2[O:12][CH2:11][CH:10]([CH2:13][OH:14])[N:9]([C:15]([O:17][C:18]([CH3:19])([CH3:20])[CH3:21])=[O:16])[CH2:8][C:7]=2[CH:22]=1. (3) Given the reactants [OH:1][NH:2][C:3]([C:5]1[C:9]([NH:10][CH2:11][CH2:12][NH:13][S:14]([CH3:17])(=[O:16])=[O:15])=[N:8][O:7][N:6]=1)=[NH:4].[Br:18][C:19]1[CH:20]=[C:21]([CH:23]=[CH:24][C:25]=1[F:26])N, predict the reaction product. The product is: [Br:18][C:19]1[CH:20]=[C:21]([NH:4][C:3]([C:5]2[C:9]([NH:10][CH2:11][CH2:12][NH:13][S:14]([CH3:17])(=[O:16])=[O:15])=[N:8][O:7][N:6]=2)=[N:2][OH:1])[CH:23]=[CH:24][C:25]=1[F:26]. (4) Given the reactants [Cl:1][C:2]1[CH:7]=[CH:6][C:5]([CH:8]([NH:24][C:25]2[CH:30]=[C:29]([CH3:31])[C:28](=[O:32])[N:27]([CH3:33])[CH:26]=2)[C:9]2[C:10]([C:20]([F:23])([F:22])[F:21])=[N:11][N:12]([CH:17]3[CH2:19][CH2:18]3)[C:13]=2[C:14](O)=[O:15])=[CH:4][CH:3]=1, predict the reaction product. The product is: [Cl:1][C:2]1[CH:7]=[CH:6][C:5]([CH:8]2[C:9]3[C:10]([C:20]([F:21])([F:22])[F:23])=[N:11][N:12]([CH:17]4[CH2:19][CH2:18]4)[C:13]=3[C:14](=[O:15])[N:24]2[C:25]2[CH:30]=[C:29]([CH3:31])[C:28](=[O:32])[N:27]([CH3:33])[CH:26]=2)=[CH:4][CH:3]=1. (5) Given the reactants CNCCC([N:7]1[CH2:16][CH2:15][C:14]2[C:9](=[CH:10][C:11](OC)=[C:12](OC)[CH:13]=2)[C:8]21[CH2:25][CH2:24][CH:23](C(N1CCN(C3N=CN=C4N(CC5C=CN=CC=5)N=CC=34)CC1)=O)[CH2:22][CH:21]2C1C2C(=CC(OC)=C(OC)C=2)CCN1CC)=O.[C:66](=[O:69])([O-])[O-].[K+].[K+].ClC(OCC)=O, predict the reaction product. The product is: [C:66](=[C:25]1[C:8]2([C:9]3[C:14](=[CH:13][CH:12]=[CH:11][CH:10]=3)[CH:15]=[CH:16][NH:7]2)[CH2:21][CH2:22][CH2:23][CH2:24]1)=[O:69]. (6) Given the reactants [F:1][C:2]1[CH:3]=[C:4]([C@@:9]2([CH3:41])[N:18]([CH2:19][CH2:20][S:21][C:22]3[CH:23]=[C:24]4[C:37](=[CH:38][CH:39]=3)[CH2:36][C@:26]3([C:34]5[C:29](=[N:30][CH:31]=[CH:32][CH:33]=5)[NH:28][C:27]3=[O:35])[CH2:25]4)[C:17](=[O:40])[C:12]3([CH2:16][CH2:15][CH2:14][CH2:13]3)[NH:11][CH2:10]2)[CH:5]=[C:6]([F:8])[CH:7]=1.[OH:42]O, predict the reaction product. The product is: [NH4+:11].[OH-:35].[F:1][C:2]1[CH:3]=[C:4]([C@@:9]2([CH3:41])[N:18]([CH2:19][CH2:20][S:21]([C:22]3[CH:23]=[C:24]4[C:37](=[CH:38][CH:39]=3)[CH2:36][C@:26]3([C:34]5[C:29](=[N:30][CH:31]=[CH:32][CH:33]=5)[NH:28][C:27]3=[O:35])[CH2:25]4)=[O:42])[C:17](=[O:40])[C:12]3([CH2:13][CH2:14][CH2:15][CH2:16]3)[NH:11][CH2:10]2)[CH:5]=[C:6]([F:8])[CH:7]=1.